From a dataset of Forward reaction prediction with 1.9M reactions from USPTO patents (1976-2016). Predict the product of the given reaction. (1) The product is: [C:34]1([CH3:44])[CH:35]=[CH:36][C:37]([S:40]([OH:43])(=[O:41])=[O:42])=[CH:38][CH:39]=1.[OH:1][CH2:2][CH2:3][NH:4][C:5]([C:7]1[C:8]2[S:16][CH:15]=[C:14]([CH2:17][O:18][C:19]3[CH:24]=[CH:23][CH:22]=[C:21]([NH:25][C:26](=[O:33])[C:27]4[CH:32]=[CH:31][CH:30]=[CH:29][CH:28]=4)[CH:20]=3)[C:9]=2[C:10]([NH2:13])=[N:11][CH:12]=1)=[O:6]. Given the reactants [OH:1][CH2:2][CH2:3][NH:4][C:5]([C:7]1[C:8]2[S:16][CH:15]=[C:14]([CH2:17][O:18][C:19]3[CH:24]=[CH:23][CH:22]=[C:21]([NH:25][C:26](=[O:33])[C:27]4[CH:32]=[CH:31][CH:30]=[CH:29][CH:28]=4)[CH:20]=3)[C:9]=2[C:10]([NH2:13])=[N:11][CH:12]=1)=[O:6].[C:34]1([CH3:44])[CH:39]=[CH:38][C:37]([S:40]([OH:43])(=[O:42])=[O:41])=[CH:36][CH:35]=1, predict the reaction product. (2) Given the reactants [CH2:1]([O:3][C:4]([C:7]1[N:8]([CH2:15][O:16][CH2:17][CH2:18][Si:19]([CH3:22])([CH3:21])[CH3:20])[CH:9]=[C:10]([C:12]([OH:14])=O)[N:11]=1)([CH3:6])[CH3:5])[CH3:2].[NH2:23][C@@H:24]([CH3:41])[CH2:25][N:26]1[CH:30]=[CH:29][C:28]([C:31]2[CH:38]=[C:37]([F:39])[C:34]([C:35]#[N:36])=[C:33]([Cl:40])[CH:32]=2)=[N:27]1, predict the reaction product. The product is: [Cl:40][C:33]1[CH:32]=[C:31]([C:28]2[CH:29]=[CH:30][N:26]([CH2:25][C@@H:24]([NH:23][C:12]([C:10]3[N:11]=[C:7]([C:4]([O:3][CH2:1][CH3:2])([CH3:5])[CH3:6])[N:8]([CH2:15][O:16][CH2:17][CH2:18][Si:19]([CH3:22])([CH3:21])[CH3:20])[CH:9]=3)=[O:14])[CH3:41])[N:27]=2)[CH:38]=[C:37]([F:39])[C:34]=1[C:35]#[N:36]. (3) Given the reactants [Br:1][C:2]1[CH:8]=[CH:7][C:5]([NH2:6])=[C:4]([CH3:9])[CH:3]=1.CCN(C(C)C)C(C)C.CN(C=O)C.[CH:24]1([C:27](Cl)=[O:28])[CH2:26][CH2:25]1, predict the reaction product. The product is: [Br:1][C:2]1[CH:8]=[CH:7][C:5]([NH:6][C:27]([CH:24]2[CH2:26][CH2:25]2)=[O:28])=[C:4]([CH3:9])[CH:3]=1.